From a dataset of Full USPTO retrosynthesis dataset with 1.9M reactions from patents (1976-2016). Predict the reactants needed to synthesize the given product. (1) The reactants are: CN([CH2:4][CH:5]1[C:10](=[O:11])[CH:9]=[C:8]([C:12]2[CH:17]=[CH:16][N:15]=[CH:14][C:13]=2[N+:18]([O-:20])=[O:19])[CH2:7][CH:6]1[CH3:21])C.IC.C([O-])(O)=O.[Na+]. Given the product [CH3:21][CH:6]1[C:5](=[CH2:4])[C:10](=[O:11])[CH:9]=[C:8]([C:12]2[CH:17]=[CH:16][N:15]=[CH:14][C:13]=2[N+:18]([O-:20])=[O:19])[CH2:7]1, predict the reactants needed to synthesize it. (2) Given the product [C:1]1([CH3:22])[CH:6]=[CH:5][C:4]([NH:7][S:8]([C:11]2[CH:12]=[C:13]([CH:17]=[CH:18][C:19]([Cl:23])=[O:20])[CH:14]=[CH:15][CH:16]=2)(=[O:10])=[O:9])=[CH:3][CH:2]=1, predict the reactants needed to synthesize it. The reactants are: [C:1]1([CH3:22])[CH:6]=[CH:5][C:4]([NH:7][S:8]([C:11]2[CH:12]=[C:13]([CH:17]=[CH:18][C:19](O)=[O:20])[CH:14]=[CH:15][CH:16]=2)(=[O:10])=[O:9])=[CH:3][CH:2]=1.[Cl:23]CCl.